From a dataset of Experimentally validated miRNA-target interactions with 360,000+ pairs, plus equal number of negative samples. Binary Classification. Given a miRNA mature sequence and a target amino acid sequence, predict their likelihood of interaction. The miRNA is cel-miR-124-3p with sequence UAAGGCACGCGGUGAAUGCCA. The protein sequence of the target gene is MAGAGGGLGVWGNLVLLGLCSWTGARAPAPNPGRNLTVETQTTSSISLSWEVPDGLDSQNSNYWVQCTGDGGTTETRNTTATNVTVDGLGPGSLYTCSVWVEKDGVNSSVGTVTTATAPNPVRNLRVEAQTNSSIALTWEVPDGPDPQNSTYGVEYTGDGGRAGTRSTAHTNITVDGLEPGCLYAFSMWVGKNGINSSRETRNATTAHNPVRNLRVEAQTTSSISLSWEVPDGTDPQNSTYCVQCTGDGGRTETRNTTDTRVTVDGLGPGSLYTCSVWVEKDGVNSSVEIVTSATAPNPV.... Result: 0 (no interaction).